This data is from Full USPTO retrosynthesis dataset with 1.9M reactions from patents (1976-2016). The task is: Predict the reactants needed to synthesize the given product. (1) Given the product [CH3:1][C:2]1[N:6]=[C:5]([C:7]2[C:8]3[CH2:16][CH2:15][CH2:14][CH2:13][C:9]=3[S:10][C:11]=2[NH:12][C:25]([C:17]2[CH2:21][CH2:20][CH2:19][C:18]=2[C:22]([OH:24])=[O:23])=[O:26])[S:4][N:3]=1, predict the reactants needed to synthesize it. The reactants are: [CH3:1][C:2]1[N:6]=[C:5]([C:7]2[C:8]3[CH2:16][CH2:15][CH2:14][CH2:13][C:9]=3[S:10][C:11]=2[NH2:12])[S:4][N:3]=1.[C:17]12[C:25](=[O:26])[O:24][C:22](=[O:23])[C:18]=1[CH2:19][CH2:20][CH2:21]2. (2) Given the product [Cl:3][C:2]1([C:4]([Cl:5])=[CH:6][C:14]2[O:10][C:11](=[O:15])[CH2:12][CH:13]=2)[O:9][C:1]1=[O:8], predict the reactants needed to synthesize it. The reactants are: [C:1]([OH:9])(=[O:8])/[C:2](=[C:4](\[CH:6]=O)/[Cl:5])/[Cl:3].[O:10]1[CH:14]=[CH:13][CH:12]=[C:11]1[O:15][Si](C)(C)C. (3) Given the product [C:19]([O:23][C:24](=[O:25])[N:26]([CH3:32])[C@H:27]([C:28](=[O:29])[NH:16][CH2:15][C:11]1[CH:10]=[C:9]([C:6]2[CH:5]=[CH:4][C:3]([C:2]([F:17])([F:18])[F:1])=[CH:8][CH:7]=2)[CH:14]=[CH:13][CH:12]=1)[CH3:31])([CH3:20])([CH3:22])[CH3:21], predict the reactants needed to synthesize it. The reactants are: [F:1][C:2]([F:18])([F:17])[C:3]1[CH:8]=[CH:7][C:6]([C:9]2[CH:14]=[CH:13][CH:12]=[C:11]([CH2:15][NH2:16])[CH:10]=2)=[CH:5][CH:4]=1.[C:19]([O:23][C:24]([N:26]([CH3:32])[C@@H:27]([CH3:31])[C:28](O)=[O:29])=[O:25])([CH3:22])([CH3:21])[CH3:20].C(N(CC)C(C)C)(C)C.CN(C(ON1N=NC2C=CC=NC1=2)=[N+](C)C)C.F[P-](F)(F)(F)(F)F. (4) Given the product [CH3:1][N:2]1[C:6]([B:12]([OH:17])[OH:13])=[CH:5][CH:4]=[N:3]1, predict the reactants needed to synthesize it. The reactants are: [CH3:1][N:2]1[CH:6]=[CH:5][CH:4]=[N:3]1.C([Li])CCC.[B:12](OC(C)C)([O:17]C(C)C)[O:13]C(C)C.Cl.